From a dataset of CYP2C9 inhibition data for predicting drug metabolism from PubChem BioAssay. Regression/Classification. Given a drug SMILES string, predict its absorption, distribution, metabolism, or excretion properties. Task type varies by dataset: regression for continuous measurements (e.g., permeability, clearance, half-life) or binary classification for categorical outcomes (e.g., BBB penetration, CYP inhibition). Dataset: cyp2c9_veith. (1) The molecule is O=C(c1ccncc1)N1CCC2(CCCN(c3ncccn3)C2)CC1. The result is 1 (inhibitor). (2) The compound is O=C(CSc1nc2ccccc2o1)Nc1ccccc1N1CCCCCC1. The result is 1 (inhibitor). (3) The molecule is COc1cccc(-c2nc(NCc3ccccc3)c3ccccc3n2)c1. The result is 1 (inhibitor). (4) The compound is COC(=O)c1cn[nH]c1NC(=S)Nc1ccccc1C. The result is 1 (inhibitor). (5) The molecule is Cc1ccccc1-c1cc(C(=O)n2cccn2)c2cc(Cl)ccc2n1. The result is 1 (inhibitor). (6) The drug is CC(C)C(=O)Nc1sc2c(c1-c1nc3ccccc3[nH]1)CCCC2. The result is 1 (inhibitor).